Dataset: Reaction yield outcomes from USPTO patents with 853,638 reactions. Task: Predict the reaction yield, written as a fraction of the theoretical maximum amount of product (1.0 means a 100% yield; for example, 0.34 means a 34% yield). (1) The reactants are [Br:1][C:2]1[CH:3]=[C:4]2[C:8](=[C:9]([CH2:11][CH3:12])[CH:10]=1)[NH:7][CH:6]=[C:5]2[CH2:13][CH2:14][OH:15].B(F)(F)F.CCOCC.[C:25]([CH2:29][C:30]([O:32][CH2:33][CH3:34])=[O:31])(=O)[CH2:26][CH3:27]. The catalyst is ClCCl. The product is [CH2:33]([O:32][C:30](=[O:31])[CH2:29][C:25]1([CH2:26][CH3:27])[C:6]2[NH:7][C:8]3[C:4]([C:5]=2[CH2:13][CH2:14][O:15]1)=[CH:3][C:2]([Br:1])=[CH:10][C:9]=3[CH2:11][CH3:12])[CH3:34]. The yield is 0.530. (2) The reactants are C[O:2][C:3]([C:5]1[C:13]2[C:8](=[CH:9][C:10]([C:14]3[CH:19]=[CH:18][C:17]([O:20][CH2:21][C:22]4[C:23]([C:30]5[C:35]([Cl:36])=[CH:34][CH:33]=[CH:32][C:31]=5[Cl:37])=[N:24][O:25][C:26]=4[CH:27]([CH3:29])[CH3:28])=[CH:16][C:15]=3[CH3:38])=[CH:11][CH:12]=2)[N:7]([CH:39]([CH3:41])[CH3:40])[C:6]=1[CH3:42])=[O:4].[OH-].[Na+].Cl. The catalyst is CO. The product is [Cl:36][C:35]1[CH:34]=[CH:33][CH:32]=[C:31]([Cl:37])[C:30]=1[C:23]1[C:22]([CH2:21][O:20][C:17]2[CH:18]=[CH:19][C:14]([C:10]3[CH:9]=[C:8]4[C:13]([C:5]([C:3]([OH:4])=[O:2])=[C:6]([CH3:42])[N:7]4[CH:39]([CH3:40])[CH3:41])=[CH:12][CH:11]=3)=[C:15]([CH3:38])[CH:16]=2)=[C:26]([CH:27]([CH3:29])[CH3:28])[O:25][N:24]=1. The yield is 0.250. (3) The reactants are [Cl:1][C:2]1[CH:9]=[C:8]([N:10]([CH2:20][C:21]2[CH:26]=[CH:25][CH:24]=[CH:23][C:22]=2[CH3:27])[C@H:11]2[CH2:15][C:14](=[O:16])[N:13]([CH2:17][CH:18]=[O:19])[CH2:12]2)[CH:7]=[CH:6][C:3]=1[C:4]#[N:5].[BH4-].[Na+]. The catalyst is C1COCC1. The product is [Cl:1][C:2]1[CH:9]=[C:8]([N:10]([C@H:11]2[CH2:15][C:14](=[O:16])[N:13]([CH2:17][CH2:18][OH:19])[CH2:12]2)[CH2:20][C:21]2[CH:26]=[CH:25][CH:24]=[CH:23][C:22]=2[CH3:27])[CH:7]=[CH:6][C:3]=1[C:4]#[N:5]. The yield is 0.330. (4) The reactants are CC(OC(/N=N/C(OC(C)C)=O)=O)C.[F:15][C:16]1[C:17]([OH:34])=[CH:18][C:19]([CH2:22][N:23]2[C:31](=[O:32])[C:30]3[C:25](=[CH:26][CH:27]=[CH:28][CH:29]=3)[C:24]2=[O:33])=[N:20][CH:21]=1.[F:35][C:36]([F:46])([F:45])[C:37]1[CH:38]=[C:39]([CH2:43]O)[CH:40]=[N:41][CH:42]=1.C1C=CC(P(C2C=CC=CC=2)C2C=CC=CC=2)=CC=1. The catalyst is O1CCCC1. The product is [F:15][C:16]1[C:17]([O:34][CH2:43][C:39]2[CH:40]=[N:41][CH:42]=[C:37]([C:36]([F:46])([F:35])[F:45])[CH:38]=2)=[CH:18][C:19]([CH2:22][N:23]2[C:24](=[O:33])[C:25]3[C:30](=[CH:29][CH:28]=[CH:27][CH:26]=3)[C:31]2=[O:32])=[N:20][CH:21]=1. The yield is 0.850. (5) The reactants are [NH2:1][C@H:2]([C:4]([NH:6][CH:7]1[N:13]=[C:12]([C:14]2[CH:19]=[CH:18][CH:17]=[CH:16][CH:15]=2)[C:11]2[CH:20]=[CH:21][CH:22]=[CH:23][C:10]=2[N:9]([CH3:24])[C:8]1=[O:25])=[O:5])[CH3:3].[Cl:26][CH2:27][C:28](Cl)=[O:29]. The catalyst is C(Cl)Cl. The product is [Cl:26][CH2:27][C:28]([NH:1][C@H:2]([C:4]([NH:6][CH:7]1[N:13]=[C:12]([C:14]2[CH:19]=[CH:18][CH:17]=[CH:16][CH:15]=2)[C:11]2[CH:20]=[CH:21][CH:22]=[CH:23][C:10]=2[N:9]([CH3:24])[C:8]1=[O:25])=[O:5])[CH3:3])=[O:29]. The yield is 0.980. (6) The yield is 0.980. The reactants are CC1OC(C2NC3C(=CC=CC=3)N3[C:8]2=[C:9]2[N:31]([CH3:32])[C:29](=[O:30])[N:28]([CH3:33])[C:26](=[O:27])[C:10]2=C3C2C=CC=CC=2)=CC=1.S(OC)(OC)(=O)=O. The product is [CH3:32][N:31]1[C:9]([CH3:8])=[CH:10][C:26](=[O:27])[N:28]([CH3:33])[C:29]1=[O:30]. No catalyst specified. (7) The product is [C:10]([O:9][C:7](=[O:8])[NH:1][CH2:2][CH:3]([OH:6])[CH2:4][NH:5][C:7]([O:9][C:10]([CH3:13])([CH3:12])[CH3:11])=[O:8])([CH3:13])([CH3:12])[CH3:11]. The yield is 1.00. The reactants are [NH2:1][CH2:2][CH:3]([OH:6])[CH2:4][NH2:5].[C:7](O[C:7]([O:9][C:10]([CH3:13])([CH3:12])[CH3:11])=[O:8])([O:9][C:10]([CH3:13])([CH3:12])[CH3:11])=[O:8]. The catalyst is CO.